From a dataset of Forward reaction prediction with 1.9M reactions from USPTO patents (1976-2016). Predict the product of the given reaction. (1) Given the reactants [Cl:1][C:2]1[CH:3]=[CH:4][CH:5]=[C:6]2[C:11]=1[N:10]=[C:9]([C:12]1[CH:17]=[CH:16][CH:15]=[CH:14][CH:13]=1)[C:8]([CH2:18][NH2:19])=[CH:7]2.Cl[C:21]1[C:22]2[CH:29]=[CH:28][NH:27][C:23]=2[N:24]=[CH:25][N:26]=1.CCN(C(C)C)C(C)C, predict the reaction product. The product is: [Cl:1][C:2]1[CH:3]=[CH:4][CH:5]=[C:6]2[C:11]=1[N:10]=[C:9]([C:12]1[CH:17]=[CH:16][CH:15]=[CH:14][CH:13]=1)[C:8]([CH2:18][NH:19][C:21]1[C:22]3[CH:29]=[CH:28][NH:27][C:23]=3[N:24]=[CH:25][N:26]=1)=[CH:7]2. (2) The product is: [C:1]([C:3]1[CH:7]=[N:6][N:5]2[C:13]([C:15]3[CH:16]=[C:17]([N:21]([CH3:26])[S:22]([CH3:25])(=[O:24])=[O:23])[CH:18]=[CH:19][CH:20]=3)=[CH:12][CH:11]=[N:8][C:4]=12)#[N:2]. Given the reactants [C:1]([C:3]1[CH:7]=[N:6][NH:5][C:4]=1[NH2:8])#[N:2].CN(C)[CH:11]=[CH:12][C:13]([C:15]1[CH:16]=[C:17]([N:21]([CH3:26])[S:22]([CH3:25])(=[O:24])=[O:23])[CH:18]=[CH:19][CH:20]=1)=O.C(OCC)(=O)C, predict the reaction product. (3) Given the reactants Cl[C:2]1[C:3]2[N:4]([C:8]([CH:12]3[CH2:17][CH2:16][N:15]([C:18]([O:20][CH2:21][C:22]4[CH:27]=[CH:26][CH:25]=[CH:24][CH:23]=4)=[O:19])[CH2:14][CH2:13]3)=[N:9][C:10]=2[I:11])[CH:5]=[CH:6][N:7]=1.[NH3:28], predict the reaction product. The product is: [NH2:28][C:2]1[C:3]2[N:4]([C:8]([CH:12]3[CH2:17][CH2:16][N:15]([C:18]([O:20][CH2:21][C:22]4[CH:27]=[CH:26][CH:25]=[CH:24][CH:23]=4)=[O:19])[CH2:14][CH2:13]3)=[N:9][C:10]=2[I:11])[CH:5]=[CH:6][N:7]=1. (4) Given the reactants [Cl:1][C:2]1[N:7]=[C:6](Cl)[C:5]([F:9])=[CH:4][N:3]=1.[NH:10]1[C:14]([C:15]2[CH:16]=[C:17]([CH:19]=[CH:20][CH:21]=2)[NH2:18])=[N:13][N:12]=[N:11]1, predict the reaction product. The product is: [Cl:1][C:2]1[N:7]=[C:6]([NH:18][C:17]2[CH:19]=[CH:20][CH:21]=[C:15]([C:14]3[NH:13][N:12]=[N:11][N:10]=3)[CH:16]=2)[C:5]([F:9])=[CH:4][N:3]=1. (5) The product is: [CH2:1]([NH:4][C:5]([C:7]1[CH:12]=[CH:11][C:10]([NH:13][C:14]([CH3:19])([CH3:18])[C:15]([O:17][CH3:21])=[O:16])=[CH:9][C:8]=1[F:20])=[O:6])[CH2:2][CH3:3]. Given the reactants [CH2:1]([NH:4][C:5]([C:7]1[CH:12]=[CH:11][C:10]([NH:13][C:14]([CH3:19])([CH3:18])[C:15]([OH:17])=[O:16])=[CH:9][C:8]=1[F:20])=[O:6])[CH2:2][CH3:3].[C:21]([O-])([O-])=O.[K+].[K+].CI, predict the reaction product. (6) Given the reactants [F:1][C:2]1[CH:7]=[CH:6][C:5]([C:8]2[N:15]3[C:11]([S:12][C:13]4[CH:19]=[CH:18][CH:17]=[CH:16][C:14]=43)=[C:10]([C:20](OC)=[O:21])[C:9]=2[C:24](OC)=[O:25])=[CH:4][CH:3]=1.[H-].[Al+3].[Li+].[H-].[H-].[H-].[H-].[NH4+].[OH-], predict the reaction product. The product is: [F:1][C:2]1[CH:7]=[CH:6][C:5]([C:8]2[N:15]3[C:11]([S:12][C:13]4[CH:19]=[CH:18][CH:17]=[CH:16][C:14]=43)=[C:10]([CH2:20][OH:21])[C:9]=2[CH2:24][OH:25])=[CH:4][CH:3]=1. (7) The product is: [CH3:27][CH2:28][C:29]1[CH:30]=[CH:31][C:32]([CH2:35][CH2:36][O:37][C:38]2[CH:39]=[CH:40][C:41]([CH2:44][CH:45]3[S:51][C:49](=[O:50])[NH:48][C:46]3=[O:47])=[CH:42][CH:43]=2)=[N:33][CH:34]=1. Given the reactants OC1O[C@H](CO)[C@@H](O[C@@H]2O[C@H](CO)[C@H](O)[C@H](O)[C@H]2O)[C@H](O)[C@H]1O.[Si](=O)=O.[CH3:27][CH2:28][C:29]1[CH:30]=[CH:31][C:32]([CH2:35][CH2:36][O:37][C:38]2[CH:39]=[CH:40][C:41]([CH2:44][CH:45]3[S:51][C:49](=[O:50])[NH:48][C:46]3=[O:47])=[CH:42][CH:43]=2)=[N:33][CH:34]=1.Cl, predict the reaction product. (8) Given the reactants [I:1][C:2]1[CH:3]=[N:4][NH:5][CH:6]=1.C([O-])([O-])=O.[Cs+].[Cs+].Br[CH2:14][CH2:15][O:16][CH:17]1[CH2:22][CH2:21][CH2:20][CH2:19][O:18]1, predict the reaction product. The product is: [I:1][C:2]1[CH:3]=[N:4][N:5]([CH2:14][CH2:15][O:16][CH:17]2[CH2:22][CH2:21][CH2:20][CH2:19][O:18]2)[CH:6]=1. (9) Given the reactants [Br:1][C:2]1[CH:3]=[C:4]([C:8]2[N:12](COCC[Si](C)(C)C)[N:11]=[N:10][CH:9]=2)[CH:5]=[CH:6][CH:7]=1.Cl, predict the reaction product. The product is: [Br:1][C:2]1[CH:3]=[C:4]([C:8]2[NH:12][N:11]=[N:10][CH:9]=2)[CH:5]=[CH:6][CH:7]=1.